Task: Predict the reaction yield, written as a fraction of the theoretical maximum amount of product (1.0 means a 100% yield; for example, 0.34 means a 34% yield).. Dataset: Reaction yield outcomes from USPTO patents with 853,638 reactions The reactants are [NH2:1][C:2]1[C:7]([NH2:8])=[C:6]([NH:9][C@@H:10]2[C@@H:15]3[CH2:16][C@@H:12]([CH:13]=[CH:14]3)[C@@H:11]2[C:17]([NH2:19])=[O:18])[CH:5]=[CH:4][N:3]=1.[CH3:20][N:21]([CH3:32])[C:22]1[CH:29]=[CH:28][C:25]([CH:26]=O)=[C:24]([O:30][CH3:31])[CH:23]=1. No catalyst specified. The product is [CH3:32][N:21]([CH3:20])[C:22]1[CH:29]=[CH:28][C:25]([C:26]2[NH:1][C:2]3=[N:3][CH:4]=[CH:5][C:6]([NH:9][C@@H:10]4[C@@H:15]5[CH2:16][C@@H:12]([CH:13]=[CH:14]5)[C@@H:11]4[C:17]([NH2:19])=[O:18])=[C:7]3[N:8]=2)=[C:24]([O:30][CH3:31])[CH:23]=1. The yield is 0.290.